Dataset: Reaction yield outcomes from USPTO patents with 853,638 reactions. Task: Predict the reaction yield, written as a fraction of the theoretical maximum amount of product (1.0 means a 100% yield; for example, 0.34 means a 34% yield). (1) The reactants are [Cl:1][C:2]1([C:22]([O:24]CC)=[O:23])[CH:7]=[CH:6][C:5]([N:8]([C:12]2[CH:17]=[CH:16][CH:15]=[CH:14][C:13]=2[C:18]([F:21])([F:20])[F:19])[C:9](=[O:11])[NH2:10])=[CH:4][CH2:3]1.[OH-].[K+]. The catalyst is CO. The product is [Cl:1][C:2]1([C:22]([OH:24])=[O:23])[CH:3]=[CH:4][C:5]([N:8]([C:12]2[CH:17]=[CH:16][CH:15]=[CH:14][C:13]=2[C:18]([F:21])([F:19])[F:20])[C:9](=[O:11])[NH2:10])=[CH:6][CH2:7]1. The yield is 0.920. (2) The reactants are [F:1][C:2]1[CH:3]=[C:4]2[C:9](=[CH:10][CH:11]=1)[N:8]=[C:7]([SH:12])[NH:6][C:5]2=[O:13].Br[CH2:15][CH2:16][C:17]([OH:19])=[O:18].C(=O)([O-])[O-].[K+].[K+].Cl. The catalyst is C(#N)C.CN(C=O)C. The product is [F:1][C:2]1[CH:3]=[C:4]2[C:9](=[CH:10][CH:11]=1)[N:8]=[C:7]([S:12][CH2:15][CH2:16][C:17]([OH:19])=[O:18])[NH:6][C:5]2=[O:13]. The yield is 0.990.